This data is from Catalyst prediction with 721,799 reactions and 888 catalyst types from USPTO. The task is: Predict which catalyst facilitates the given reaction. (1) Product: [CH2:31]([O:30][C:28](=[O:29])[C:27]([C:2]1[N:6]2[C@@H:7]([CH3:14])[CH2:8][N:9]([CH2:12][CH3:13])[C:10](=[O:11])[C:5]2=[C:4]([O:15][CH3:16])[C:3]=1[C:17]([O:19][CH2:20][CH3:21])=[O:18])=[O:33])[CH3:32]. The catalyst class is: 1. Reactant: Br[C:2]1[N:6]2[C@@H:7]([CH3:14])[CH2:8][N:9]([CH2:12][CH3:13])[C:10](=[O:11])[C:5]2=[C:4]([O:15][CH3:16])[C:3]=1[C:17]([O:19][CH2:20][CH3:21])=[O:18].C([Li])CCC.[C:27](OCC)(=[O:33])[C:28]([O:30][CH2:31][CH3:32])=[O:29].OS(O)(=O)=O. (2) Reactant: [CH2:1]([N:8]([C:24]1[CH:25]=[CH:26][C:27]([OH:34])=[C:28]([CH:33]=1)[C:29]([O:31]C)=[O:30])[C:9](=[O:23])[C:10]1[CH:15]=[CH:14][C:13]([O:16][C:17]2[CH:22]=[CH:21][CH:20]=[CH:19][CH:18]=2)=[CH:12][CH:11]=1)[C:2]1[CH:7]=[CH:6][CH:5]=[CH:4][CH:3]=1. Product: [CH2:1]([N:8]([C:24]1[CH:25]=[CH:26][C:27]([OH:34])=[C:28]([CH:33]=1)[C:29]([OH:31])=[O:30])[C:9](=[O:23])[C:10]1[CH:11]=[CH:12][C:13]([O:16][C:17]2[CH:22]=[CH:21][CH:20]=[CH:19][CH:18]=2)=[CH:14][CH:15]=1)[C:2]1[CH:7]=[CH:6][CH:5]=[CH:4][CH:3]=1. The catalyst class is: 23. (3) Reactant: [H-].[Na+].[F:3][C:4]([F:9])([F:8])[C:5]([OH:7])=[O:6].[CH3:10][N:11]([CH2:13][C:14]1[C:22]([OH:23])=[CH:21][CH:20]=[C:19]2[C:15]=1[CH:16]=[CH:17][N:18]2[S:24]([C:27]1[CH:32]=[CH:31][CH:30]=[CH:29][CH:28]=1)(=[O:26])=[O:25])[CH3:12].I[CH2:34][CH3:35].O. Product: [F:3][C:4]([F:9])([F:8])[C:5]([OH:7])=[O:6].[CH2:34]([O:23][C:22]1[C:14]([CH2:13][N:11]([CH3:10])[CH3:12])=[C:15]2[C:19](=[CH:20][CH:21]=1)[N:18]([S:24]([C:27]1[CH:32]=[CH:31][CH:30]=[CH:29][CH:28]=1)(=[O:25])=[O:26])[CH:17]=[CH:16]2)[CH3:35]. The catalyst class is: 3. (4) Product: [CH3:27][N:28]([CH:30]=[C:11]1[CH2:10][CH2:9][CH2:8][C:7]2[C:2]([F:1])=[C:3]([N:14]3[CH2:18][C@H:17]([CH2:19][NH:20][C:21](=[O:23])[CH3:22])[O:16][C:15]3=[O:24])[CH:4]=[CH:5][C:6]=2[C:12]1=[O:13])[CH3:29]. Reactant: [F:1][C:2]1[C:7]2[CH2:8][CH2:9][CH2:10][CH2:11][C:12](=[O:13])[C:6]=2[CH:5]=[CH:4][C:3]=1[N:14]1[CH2:18][C@H:17]([CH2:19][NH:20][C:21](=[O:23])[CH3:22])[O:16][C:15]1=[O:24].CO[CH:27](OC)[N:28]([CH3:30])[CH3:29]. The catalyst class is: 259. (5) Reactant: [CH:1]1([N:4]2[C:8]3[CH:9]=[CH:10][C:11]4[C@@H:12]([OH:24])[C@H:13]([OH:23])[C@@H:14]([C:17]5[CH:22]=[CH:21][CH:20]=[CH:19][CH:18]=5)[O:15][C:16]=4[C:7]=3[N:6]=[C:5]2[CH3:25])[CH2:3][CH2:2]1.S(=O)(=O)(O)O. Product: [CH:1]1([N:4]2[C:8]3[CH:9]=[CH:10][C:11]4[C@H:12]([O:24][CH2:13][CH2:14][O:15][CH3:16])[C@H:13]([OH:23])[C@@H:14]([C:17]5[CH:22]=[CH:21][CH:20]=[CH:19][CH:18]=5)[O:15][C:16]=4[C:7]=3[N:6]=[C:5]2[CH3:25])[CH2:3][CH2:2]1. The catalyst class is: 141.